Regression. Given two drug SMILES strings and cell line genomic features, predict the synergy score measuring deviation from expected non-interaction effect. From a dataset of NCI-60 drug combinations with 297,098 pairs across 59 cell lines. (1) Drug 1: CS(=O)(=O)CCNCC1=CC=C(O1)C2=CC3=C(C=C2)N=CN=C3NC4=CC(=C(C=C4)OCC5=CC(=CC=C5)F)Cl. Drug 2: CC(C)(C#N)C1=CC(=CC(=C1)CN2C=NC=N2)C(C)(C)C#N. Cell line: KM12. Synergy scores: CSS=-4.94, Synergy_ZIP=1.84, Synergy_Bliss=-0.695, Synergy_Loewe=-7.33, Synergy_HSA=-6.43. (2) Drug 1: CC1=CC2C(CCC3(C2CCC3(C(=O)C)OC(=O)C)C)C4(C1=CC(=O)CC4)C. Drug 2: C1CN(CCN1C(=O)CCBr)C(=O)CCBr. Cell line: SK-MEL-28. Synergy scores: CSS=4.89, Synergy_ZIP=4.68, Synergy_Bliss=3.48, Synergy_Loewe=-7.58, Synergy_HSA=-3.69. (3) Drug 1: C1C(C(OC1N2C=NC(=NC2=O)N)CO)O. Drug 2: N.N.Cl[Pt+2]Cl. Cell line: SK-MEL-5. Synergy scores: CSS=47.9, Synergy_ZIP=-0.755, Synergy_Bliss=2.08, Synergy_Loewe=3.26, Synergy_HSA=3.68. (4) Drug 1: C1C(C(OC1N2C=NC3=C(N=C(N=C32)Cl)N)CO)O. Drug 2: C1CN(CCN1C(=O)CCBr)C(=O)CCBr. Cell line: A498. Synergy scores: CSS=15.0, Synergy_ZIP=-5.23, Synergy_Bliss=1.59, Synergy_Loewe=2.27, Synergy_HSA=3.01. (5) Drug 1: C1=CC(=CC=C1CCCC(=O)O)N(CCCl)CCCl. Drug 2: C1=CC(=CC=C1C#N)C(C2=CC=C(C=C2)C#N)N3C=NC=N3. Cell line: HS 578T. Synergy scores: CSS=3.08, Synergy_ZIP=-4.93, Synergy_Bliss=-9.72, Synergy_Loewe=-12.8, Synergy_HSA=-12.2. (6) Drug 1: CCC1=C2CN3C(=CC4=C(C3=O)COC(=O)C4(CC)O)C2=NC5=C1C=C(C=C5)O. Drug 2: CCC1=C2N=C(C=C(N2N=C1)NCC3=C[N+](=CC=C3)[O-])N4CCCCC4CCO. Cell line: HCT116. Synergy scores: CSS=52.8, Synergy_ZIP=-0.545, Synergy_Bliss=-3.04, Synergy_Loewe=-6.58, Synergy_HSA=-0.356. (7) Drug 1: C1=NC2=C(N1)C(=S)N=C(N2)N. Drug 2: COC1=NC(=NC2=C1N=CN2C3C(C(C(O3)CO)O)O)N. Cell line: LOX IMVI. Synergy scores: CSS=27.3, Synergy_ZIP=2.03, Synergy_Bliss=-3.10, Synergy_Loewe=-34.2, Synergy_HSA=-5.32. (8) Drug 1: CC1C(C(CC(O1)OC2CC(CC3=C2C(=C4C(=C3O)C(=O)C5=C(C4=O)C(=CC=C5)OC)O)(C(=O)CO)O)N)O.Cl. Drug 2: C1=CC(=CC=C1CCC2=CNC3=C2C(=O)NC(=N3)N)C(=O)NC(CCC(=O)O)C(=O)O. Cell line: BT-549. Synergy scores: CSS=10.8, Synergy_ZIP=4.81, Synergy_Bliss=3.80, Synergy_Loewe=-5.17, Synergy_HSA=-0.874.